From a dataset of CYP1A2 inhibition data for predicting drug metabolism from PubChem BioAssay. Regression/Classification. Given a drug SMILES string, predict its absorption, distribution, metabolism, or excretion properties. Task type varies by dataset: regression for continuous measurements (e.g., permeability, clearance, half-life) or binary classification for categorical outcomes (e.g., BBB penetration, CYP inhibition). Dataset: cyp1a2_veith. (1) The compound is C[C@H](C(=O)c1ccccc1)[C@@H](c1ccccc1)N1CCOCC1. The result is 0 (non-inhibitor). (2) The compound is CCOC(=O)C1CCN(C(=O)c2ccccc2NC(C)=O)CC1. The result is 0 (non-inhibitor).